From a dataset of Full USPTO retrosynthesis dataset with 1.9M reactions from patents (1976-2016). Predict the reactants needed to synthesize the given product. (1) Given the product [CH3:27][C@:24]12[C@@:23]3([CH3:28])[C@@H:14]([C@:15]4([CH3:32])[C@@H:20]([CH2:21][CH2:22]3)[C:19]([CH3:29])([CH3:30])[C:18](=[O:31])[CH2:17][CH2:16]4)[CH2:13][CH2:12][CH:11]1[C@H:10]1[C@H:33]([C:36]([CH3:38])=[CH2:37])[CH2:34][CH2:35][C@:9]1([CH:8]=[O:7])[CH2:26][CH2:25]2, predict the reactants needed to synthesize it. The reactants are: C(Cl)(=O)C(Cl)=O.[OH:7][CH2:8][C@:9]12[CH2:35][CH2:34][C@@H:33]([C:36]([CH3:38])=[CH2:37])[C@@H:10]1[CH:11]1[C@@:24]([CH3:27])([CH2:25][CH2:26]2)[C@@:23]2([CH3:28])[C@@H:14]([C@:15]3([CH3:32])[C@@H:20]([CH2:21][CH2:22]2)[C:19]([CH3:30])([CH3:29])[C@@H:18]([OH:31])[CH2:17][CH2:16]3)[CH2:13][CH2:12]1.C(N(CC)CC)C. (2) Given the product [CH3:17][N:11]1[CH2:10][CH2:9][CH2:8][C:7]2[CH:13]=[CH:14][C:4]([N+:1]([O-:3])=[O:2])=[CH:5][C:6]=2[CH2:12]1, predict the reactants needed to synthesize it. The reactants are: [N+:1]([C:4]1[CH:14]=[CH:13][C:7]2[CH2:8][CH2:9][CH2:10][NH:11][CH2:12][C:6]=2[CH:5]=1)([O-:3])=[O:2].C=O.[C:17](O)(=O)C.C([BH3-])#N.[Na+]. (3) Given the product [CH2:20]([N:13]1[C:14]2[C:15](=[N:16][CH:17]=[CH:18][CH:19]=2)[C:11]2([C:3]3=[CH:4][C:5]4[O:9][CH2:8][O:7][C:6]=4[CH:10]=[C:2]3[O:27][CH2:26]2)[C:12]1=[O:25])[CH2:21][CH2:22][CH2:23][CH3:24], predict the reactants needed to synthesize it. The reactants are: O[C:2]1[C:3]([C:11]2([CH2:26][OH:27])[C:15]3=[N:16][CH:17]=[CH:18][CH:19]=[C:14]3[N:13]([CH2:20][CH2:21][CH2:22][CH2:23][CH3:24])[C:12]2=[O:25])=[CH:4][C:5]2[O:9][CH2:8][O:7][C:6]=2[CH:10]=1.C1(P(C2C=CC=CC=2)C2C=CC=CC=2)C=CC=CC=1.N(C(OC(C)C)=O)=NC(OC(C)C)=O. (4) Given the product [C:9]([NH:1][C:2]1[S:3][CH:4]=[CH:5][C:6]=1[C:7]#[N:8])(=[O:11])[CH3:10], predict the reactants needed to synthesize it. The reactants are: [NH2:1][C:2]1[S:3][CH:4]=[CH:5][C:6]=1[C:7]#[N:8].[C:9](OC(=O)C)(=[O:11])[CH3:10]. (5) Given the product [CH3:1][C:2]1[CH:3]=[C:4]([CH2:12][OH:13])[CH:5]=[N:6][C:7]=1[C:8]([F:11])([F:9])[F:10], predict the reactants needed to synthesize it. The reactants are: [CH3:1][C:2]1[CH:3]=[C:4]([C:12](OC)=[O:13])[CH:5]=[N:6][C:7]=1[C:8]([F:11])([F:10])[F:9].CC(C[AlH]CC(C)C)C.